From a dataset of HIV replication inhibition screening data with 41,000+ compounds from the AIDS Antiviral Screen. Binary Classification. Given a drug SMILES string, predict its activity (active/inactive) in a high-throughput screening assay against a specified biological target. (1) The drug is COC(=O)C(=O)C1(CCC(C)=O)c2ccccc2-c2c(C)ccc(C)c21. The result is 0 (inactive). (2) The compound is CC(=O)OCC1OC(N2C(=S)NC(C(O)C(O)C(O)CO)C2O)C(OC(C)=O)C(OC(C)=O)C1OC(C)=O. The result is 0 (inactive). (3) The compound is CC1(C)S(=O)(=O)OCCOS1(=O)=O. The result is 0 (inactive). (4) The compound is Nc1cc(Cl)c(S(=O)(=O)O)cc1Cl. The result is 0 (inactive). (5) The drug is COc1cc(C)c2c(c1C)OC(=O)c1c(C)c(Cl)c(O)c(C=O)c1O2. The result is 0 (inactive). (6) The compound is CN1COc2c(O)nc(-c3ccccc3)nc2C1. The result is 0 (inactive). (7) The compound is O=[N+]([O-])c1ccc2[nH]c(=S)n(C=C(c3ccc(Cl)cc3Cl)S(=O)(=O)Cc3ccc(Cl)cc3Cl)c2c1. The result is 0 (inactive). (8) The compound is NC(=S)NN=C1CN(c2ccc(Cl)c(Cl)c2)CC(=O)C1c1nc2ccccc2s1. The result is 0 (inactive). (9) The drug is CCC(=O)N1NC(=O)C(CC)(CC)C1=O. The result is 0 (inactive). (10) The molecule is N=c1ccn(C2OC(CO)C(O)C2O)c(=O)[nH]1. The result is 0 (inactive).